Dataset: Reaction yield outcomes from USPTO patents with 853,638 reactions. Task: Predict the reaction yield, written as a fraction of the theoretical maximum amount of product (1.0 means a 100% yield; for example, 0.34 means a 34% yield). The reactants are [CH3:1][N:2]1[C:10]2[C:5](=[CH:6][CH:7]=[CH:8][CH:9]=2)[C:4](=[O:11])[C:3]1=[O:12].C(O)C.[N+](=[CH:18][C:19]([O:21][CH2:22][CH3:23])=[O:20])=[N-]. The catalyst is CN(C=O)C. The product is [OH:11][C:4]1[C:3](=[O:12])[N:2]([CH3:1])[C:10]2[C:5]([C:18]=1[C:19]([O:21][CH2:22][CH3:23])=[O:20])=[CH:6][CH:7]=[CH:8][CH:9]=2. The yield is 0.940.